Predict the product of the given reaction. From a dataset of Forward reaction prediction with 1.9M reactions from USPTO patents (1976-2016). (1) Given the reactants [C:1]1([NH2:8])[C:2]([NH2:7])=[CH:3][CH:4]=[CH:5][CH:6]=1.[C:9]([O:13][C:14]([N:16]1[CH2:21][CH2:20][C@@H:19]([NH:22][C:23]([NH:25][C:26]2[CH:27]=[N:28][C:29]([C:32]([F:35])([F:34])[F:33])=[CH:30][CH:31]=2)=[O:24])[CH2:18][C@@H:17]1[C:36](O)=[O:37])=[O:15])([CH3:12])([CH3:11])[CH3:10].F[P-](F)(F)(F)(F)F.N1(O[P+](N(C)C)(N(C)C)N(C)C)C2C=CC=CC=2N=N1.CCN(C(C)C)C(C)C, predict the reaction product. The product is: [NH2:7][C:2]1[CH:3]=[CH:4][CH:5]=[CH:6][C:1]=1[NH:8][C:36]([C@H:17]1[CH2:18][C@H:19]([NH:22][C:23]([NH:25][C:26]2[CH:27]=[N:28][C:29]([C:32]([F:35])([F:34])[F:33])=[CH:30][CH:31]=2)=[O:24])[CH2:20][CH2:21][N:16]1[C:14]([O:13][C:9]([CH3:12])([CH3:11])[CH3:10])=[O:15])=[O:37]. (2) Given the reactants [CH2:1]([O:6][C:7]1[CH:12]=[C:11]([O:13][CH:14]([CH3:18])[C:15]([CH3:17])=[CH2:16])[N:10]=[CH:9][N:8]=1)[C:2]#[C:3][CH2:4][CH3:5].[ClH:19].C(=O)([O-])O.[Na+], predict the reaction product. The product is: [CH2:1]([O:6][C:7]1[CH:12]=[C:11]([O:13][CH:14]([CH3:18])[C:15]([Cl:19])([CH3:17])[CH3:16])[N:10]=[CH:9][N:8]=1)[C:2]#[C:3][CH2:4][CH3:5]. (3) Given the reactants [N+:1]([C:4]1[CH:9]=[CH:8][C:7]([S:10]([NH:13][C:14]2[S:15][C:16]([C:19]3[CH:24]=[CH:23][CH:22]=[CH:21][CH:20]=3)=[N:17][N:18]=2)(=[O:12])=[O:11])=[CH:6][CH:5]=1)([O-])=O.O, predict the reaction product. The product is: [NH2:1][C:4]1[CH:9]=[CH:8][C:7]([S:10]([NH:13][C:14]2[S:15][C:16]([C:19]3[CH:24]=[CH:23][CH:22]=[CH:21][CH:20]=3)=[N:17][N:18]=2)(=[O:12])=[O:11])=[CH:6][CH:5]=1. (4) Given the reactants CC1(C)C2C(=C(P(C3C=CC=CC=3)C3C=CC=CC=3)C=CC=2)OC2C(P(C3C=CC=CC=3)C3C=CC=CC=3)=CC=CC1=2.C([O-])([O-])=O.[Cs+].[Cs+].Cl[C:50]1[C:55](=[O:56])[N:54]([CH3:57])[CH:53]=[C:52]2[CH2:58][N:59]([CH2:62][CH2:63][C:64]3[N:65]=[C:66]4[CH:71]=[CH:70][CH:69]=[CH:68][N:67]4[CH:72]=3)[C:60](=[O:61])[C:51]=12.[NH:73]1[CH2:78][CH2:77][O:76][CH2:75][CH2:74]1, predict the reaction product. The product is: [N:65]1[C:64]([CH2:63][CH2:62][N:59]2[C:60](=[O:61])[C:51]3[C:52](=[CH:53][N:54]([CH3:57])[C:55](=[O:56])[C:50]=3[N:73]3[CH2:78][CH2:77][O:76][CH2:75][CH2:74]3)[CH2:58]2)=[CH:72][N:67]2[CH:68]=[CH:69][CH:70]=[CH:71][C:66]=12. (5) Given the reactants N[CH:2]([CH2:24][CH2:25][CH3:26])[CH2:3][CH2:4][N:5]1[C:13]([S:14][C:15]2[CH:20]=[C:19]([Cl:21])[CH:18]=[C:17]([Cl:22])[CH:16]=2)=[N:12][C:11]2[C:6]1=[N:7][CH:8]=[N:9][C:10]=2[NH2:23].[CH:27]1[C:32]([N:33]=[C:34]=[S:35])=[CH:31][C:30]2[C:36]([O:38][C:39]3([C:49]4[CH:50]=[CH:51][C:52]([OH:54])=[CH:53][C:48]=4[O:47][C:41]4[CH:42]=[C:43]([OH:46])[CH:44]=[CH:45][C:40]3=4)[C:29]=2[CH:28]=1)=[O:37].CC[N:57](CC)CC, predict the reaction product. The product is: [NH2:23][C:10]1[N:9]=[CH:8][N:7]=[C:6]2[C:11]=1[N:12]=[C:13]([S:14][C:15]1[CH:20]=[C:19]([Cl:21])[CH:18]=[C:17]([Cl:22])[CH:16]=1)[N:5]2[CH2:4][CH2:3][CH2:2][CH2:24][CH2:25][CH2:26][NH:57][C:34](=[S:35])[NH:33][C:32]1[CH:27]=[CH:28][C:29]([C:39]2[C:49]3[C:48]([O:47][C:41]4[C:40]=2[CH:45]=[CH:44][C:43](=[O:46])[CH:42]=4)=[CH:53][C:52]([OH:54])=[CH:51][CH:50]=3)=[C:30]([CH:31]=1)[C:36]([OH:38])=[O:37]. (6) Given the reactants CO[C:3](=[O:11])[C:4]1[C:5](=[CH:7][CH:8]=[CH:9][CH:10]=1)[OH:6].[CH2:12]([NH2:30])[CH2:13][CH2:14][CH2:15][CH2:16][CH2:17][CH2:18][CH2:19]/[CH:20]=[CH:21]\[CH2:22][CH2:23][CH2:24][CH2:25][CH2:26][CH2:27][CH2:28][CH3:29], predict the reaction product. The product is: [CH2:12]([NH:30][C:3](=[O:11])[C:4]1[CH:10]=[CH:9][CH:8]=[CH:7][C:5]=1[OH:6])[CH2:13][CH2:14][CH2:15][CH2:16][CH2:17][CH2:18][CH2:19]/[CH:20]=[CH:21]\[CH2:22][CH2:23][CH2:24][CH2:25][CH2:26][CH2:27][CH2:28][CH3:29]. (7) Given the reactants [NH2:1][C:2]1[CH:3]=[C:4]([C:8]2[C:9]([NH2:28])=[N:10][CH:11]=[N:12][C:13]=2[O:14][C:15]2[CH:20]=[CH:19][C:18]([O:21][C:22]3[CH:27]=[CH:26][CH:25]=[CH:24][CH:23]=3)=[CH:17][CH:16]=2)[CH:5]=[CH:6][CH:7]=1.[O:29]1[CH2:34][CH2:33][N:32]([CH2:35]/[CH:36]=[CH:37]/[C:38](O)=[O:39])[CH2:31][CH2:30]1, predict the reaction product. The product is: [NH2:28][C:9]1[C:8]([C:4]2[CH:3]=[C:2]([NH:1][C:38](=[O:39])/[CH:37]=[CH:36]/[CH2:35][N:32]3[CH2:31][CH2:30][O:29][CH2:34][CH2:33]3)[CH:7]=[CH:6][CH:5]=2)=[C:13]([O:14][C:15]2[CH:20]=[CH:19][C:18]([O:21][C:22]3[CH:27]=[CH:26][CH:25]=[CH:24][CH:23]=3)=[CH:17][CH:16]=2)[N:12]=[CH:11][N:10]=1.